From a dataset of Reaction yield outcomes from USPTO patents with 853,638 reactions. Predict the reaction yield, written as a fraction of the theoretical maximum amount of product (1.0 means a 100% yield; for example, 0.34 means a 34% yield). (1) The reactants are [Cl-].O[NH3+:3].[C:4](=[O:7])([O-])[OH:5].[Na+].CS(C)=O.[CH3:13][CH:14]([O:16][C:17]1[CH:22]=[CH:21][C:20]([N:23]2[C:28](=[O:29])[C:27]([CH2:30][C:31]3[CH:36]=[CH:35][C:34]([C:37]4[C:38]([C:43]#[N:44])=[CH:39][CH:40]=[CH:41][CH:42]=4)=[CH:33][CH:32]=3)=[C:26]([CH2:45][CH2:46][CH3:47])[N:25]3[N:48]=[CH:49][N:50]=[C:24]23)=[CH:19][CH:18]=1)[CH3:15]. The catalyst is C(OCC)(=O)C. The product is [CH3:13][CH:14]([O:16][C:17]1[CH:22]=[CH:21][C:20]([N:23]2[C:28](=[O:29])[C:27]([CH2:30][C:31]3[CH:36]=[CH:35][C:34]([C:37]4[CH:42]=[CH:41][CH:40]=[CH:39][C:38]=4[C:43]4[NH:3][C:4](=[O:7])[O:5][N:44]=4)=[CH:33][CH:32]=3)=[C:26]([CH2:45][CH2:46][CH3:47])[N:25]3[N:48]=[CH:49][N:50]=[C:24]23)=[CH:19][CH:18]=1)[CH3:15]. The yield is 0.610. (2) The reactants are [NH2:1][C:2]1[C:7]([CH:8]=[O:9])=[C:6]([CH:10]([NH:18][C:19](=[O:25])[O:20][C:21]([CH3:24])([CH3:23])[CH3:22])[CH2:11][C:12]2[CH:17]=[CH:16][CH:15]=[CH:14][CH:13]=2)[CH:5]=[C:4]([C:26]2[CH:31]=[CH:30][CH:29]=[CH:28][C:27]=2[O:32][CH2:33][C:34]2[CH:39]=[CH:38][CH:37]=[CH:36][CH:35]=2)[N:3]=1.[BH4-].[Na+]. The catalyst is C(O)C. The product is [NH2:1][C:2]1[C:7]([CH2:8][OH:9])=[C:6]([CH:10]([NH:18][C:19](=[O:25])[O:20][C:21]([CH3:23])([CH3:24])[CH3:22])[CH2:11][C:12]2[CH:13]=[CH:14][CH:15]=[CH:16][CH:17]=2)[CH:5]=[C:4]([C:26]2[CH:31]=[CH:30][CH:29]=[CH:28][C:27]=2[O:32][CH2:33][C:34]2[CH:39]=[CH:38][CH:37]=[CH:36][CH:35]=2)[N:3]=1. The yield is 0.570. (3) The reactants are [F:1][CH:2]([F:5])[CH2:3][OH:4].[S:6](Cl)([CH3:9])(=[O:8])=[O:7].C(N(CC)CC)C. The catalyst is C(Cl)Cl. The product is [F:1][CH:2]([F:5])[CH2:3][O:4][S:6]([CH3:9])(=[O:8])=[O:7]. The yield is 0.920. (4) The reactants are [C:1]([N:4]1[CH2:9][CH2:8][CH:7]([N:10]([C:27]([O:29][C:30]([CH3:33])([CH3:32])[CH3:31])=[O:28])[N:11](C(=O)C2C=CC=CC=2)[C:12]([O:14][C:15]([CH3:18])([CH3:17])[CH3:16])=[O:13])[CH2:6][CH2:5]1)(=[O:3])[CH3:2].O.[OH-].[Li+]. The catalyst is O1CCCC1.O. The product is [C:1]([N:4]1[CH2:5][CH2:6][CH:7]([N:10]([C:27]([O:29][C:30]([CH3:33])([CH3:32])[CH3:31])=[O:28])[NH:11][C:12]([O:14][C:15]([CH3:16])([CH3:17])[CH3:18])=[O:13])[CH2:8][CH2:9]1)(=[O:3])[CH3:2]. The yield is 0.840. (5) The reactants are [O:1]([C:8]1[CH:13]=[CH:12][C:11]([CH2:14][CH2:15][C:16]([C:18]2[O:19][C:20]([C:23]3[N:28]=[CH:27][C:26]([C:29]([O:31]C)=[O:30])=[CH:25][CH:24]=3)=[CH:21][N:22]=2)=[O:17])=[CH:10][CH:9]=1)[C:2]1[CH:7]=[CH:6][CH:5]=[CH:4][CH:3]=1.[Li+].[OH-].Cl. The catalyst is C1COCC1.O.CCOC(C)=O. The product is [O:1]([C:8]1[CH:9]=[CH:10][C:11]([CH2:14][CH2:15][C:16]([C:18]2[O:19][C:20]([C:23]3[N:28]=[CH:27][C:26]([C:29]([OH:31])=[O:30])=[CH:25][CH:24]=3)=[CH:21][N:22]=2)=[O:17])=[CH:12][CH:13]=1)[C:2]1[CH:7]=[CH:6][CH:5]=[CH:4][CH:3]=1. The yield is 0.560. (6) The reactants are [F:1][C:2]1[CH:10]=[C:9]2[C:5]([CH:6]=[C:7]([C:11]([CH3:19])([CH3:18])[CH2:12][C:13](OCC)=[O:14])[NH:8]2)=[CH:4][C:3]=1[N+:20]([O-:22])=[O:21].CC(C[AlH]CC(C)C)C. The catalyst is C(Cl)Cl. The product is [F:1][C:2]1[CH:10]=[C:9]2[C:5]([CH:6]=[C:7]([C:11]([CH3:19])([CH3:18])[CH2:12][CH2:13][OH:14])[NH:8]2)=[CH:4][C:3]=1[N+:20]([O-:22])=[O:21]. The yield is 0.220. (7) The yield is 0.825. The product is [CH2:1]([NH:5][C:6]([NH:8][CH2:9][C:10]([OH:12])=[O:11])=[O:7])[CH:2]([CH3:4])[CH3:3]. The reactants are [CH2:1]([NH:5][C:6]([NH:8][CH2:9][C:10]([O:12]CC1C=CC=CC=1)=[O:11])=[O:7])[CH:2]([CH3:4])[CH3:3]. The catalyst is [Pd].C(O)(C)C. (8) The reactants are [C:1]([C:5]1[CH:10]=[CH:9][C:8]([N+:11]([O-])=O)=[CH:7][C:6]=1[OH:14])([CH3:4])([CH3:3])[CH3:2].C([O-])=O.[NH4+]. The catalyst is CCO.[Pd]. The product is [C:1]([C:5]1[CH:10]=[CH:9][C:8]([NH2:11])=[CH:7][C:6]=1[OH:14])([CH3:4])([CH3:2])[CH3:3]. The yield is 0.870. (9) The catalyst is C(#N)C. The yield is 0.550. The reactants are [CH3:1][S:2]([NH2:5])(=[O:4])=[O:3].N12CCCN=C1CCCCC2.CC1C=CC([C:24]2[C:25]([F:53])=[C:26]([CH:30]=[C:31]([Cl:52])[C:32]=2[O:33][C:34]2[CH:35]=[N:36][C:37]([O:44][CH2:45][C:46]([F:51])([F:50])[CH:47]([F:49])[F:48])=[C:38]([C:40]([F:43])([F:42])[F:41])[CH:39]=2)[C:27]([O-])=[O:28])=CC=1. The product is [Cl:52][C:31]1[C:32]([O:33][C:34]2[CH:35]=[N:36][C:37]([O:44][CH2:45][C:46]([F:51])([F:50])[CH:47]([F:48])[F:49])=[C:38]([C:40]([F:43])([F:42])[F:41])[CH:39]=2)=[CH:24][C:25]([F:53])=[C:26]([CH:30]=1)[C:27]([NH:5][S:2]([CH3:1])(=[O:4])=[O:3])=[O:28].